This data is from Catalyst prediction with 721,799 reactions and 888 catalyst types from USPTO. The task is: Predict which catalyst facilitates the given reaction. (1) Reactant: [CH2:1]([N:5]1[C:13]2[N:12]=[C:11]([Cl:14])[NH:10][C:9]=2[C:8](=[O:15])[N:7]([CH2:16][CH2:17][CH2:18][C:19]([O:21]CC)=O)[C:6]1=[O:24])[CH2:2][CH2:3][CH3:4].[Cl:25][C:26]1[CH:27]=[C:28]([CH2:33]/[C:34](=[N:37]/[H])/[NH:35]O)[CH:29]=[CH:30][C:31]=1[Cl:32].[O-]CC.[Na+]. Product: [CH2:1]([N:5]1[C:13]2[N:12]=[C:11]([Cl:14])[NH:10][C:9]=2[C:8](=[O:15])[N:7]([CH2:16][CH2:17][CH2:18][C:19]2[O:21][N:35]=[C:34]([CH2:33][C:28]3[CH:29]=[CH:30][C:31]([Cl:32])=[C:26]([Cl:25])[CH:27]=3)[N:37]=2)[C:6]1=[O:24])[CH2:2][CH2:3][CH3:4]. The catalyst class is: 14. (2) Reactant: [NH2:1][CH2:2][CH2:3][NH:4][C:5](=[O:28])[CH2:6][C:7]1[C:15]2[C:10](=[CH:11][CH:12]=[C:13]([O:16][CH3:17])[CH:14]=2)[N:9]([C:18](=[O:26])[C:19]2[CH:24]=[CH:23][C:22]([Cl:25])=[CH:21][CH:20]=2)[C:8]=1[CH3:27].CCN=C=NCCCN(C)C.Cl.CCN(C(C)C)C(C)C.[N+:50]([C:53]1[CH:61]=[CH:60][C:56]([C:57](O)=[O:58])=[CH:55][CH:54]=1)([O-:52])=[O:51].C1C=CC2N(O)N=NC=2C=1. Product: [Cl:25][C:22]1[CH:21]=[CH:20][C:19]([C:18]([N:9]2[C:10]3[C:15](=[CH:14][C:13]([O:16][CH3:17])=[CH:12][CH:11]=3)[C:7]([CH2:6][C:5]([NH:4][CH2:3][CH2:2][NH:1][C:57](=[O:58])[C:56]3[CH:55]=[CH:54][C:53]([N+:50]([O-:52])=[O:51])=[CH:61][CH:60]=3)=[O:28])=[C:8]2[CH3:27])=[O:26])=[CH:24][CH:23]=1. The catalyst class is: 3. (3) Reactant: [ClH:1].[NH2:2][C@H:3]1[CH2:9][CH2:8][CH2:7][CH2:6][CH2:5][C@H:4]1[C:10]([OH:12])=[O:11].[CH:13]1C=CC=CC=1.C[Si](C=[N+]=[N-])(C)C. Product: [ClH:1].[CH3:13][O:11][C:10]([C@@H:4]1[CH2:5][CH2:6][CH2:7][CH2:8][CH2:9][C@@H:3]1[NH2:2])=[O:12]. The catalyst class is: 138.